Dataset: Full USPTO retrosynthesis dataset with 1.9M reactions from patents (1976-2016). Task: Predict the reactants needed to synthesize the given product. Given the product [C:1]1([S:7]([N:10]2[CH:33]=[C:14]3[CH2:15][CH:16]([NH:23][CH:30]4[CH2:31][CH2:32]4)[C:17]4[CH2:18][C:19](=[O:22])[CH:20]=[CH:21][C:12]([C:13]=43)=[CH:11]2)(=[O:9])=[O:8])[CH:6]=[CH:5][CH:4]=[CH:3][CH:2]=1, predict the reactants needed to synthesize it. The reactants are: [C:1]1([S:7]([N:10]2[CH:33]=[C:14]3[CH2:15][CH:16]([N:23]([CH:30]4[CH2:32][CH2:31]4)C(=O)C(F)(F)F)[C:17]4[CH2:18][C:19](=[O:22])[CH:20]=[CH:21][C:12]([C:13]=43)=[CH:11]2)(=[O:9])=[O:8])[CH:6]=[CH:5][CH:4]=[CH:3][CH:2]=1.O.